This data is from Reaction yield outcomes from USPTO patents with 853,638 reactions. The task is: Predict the reaction yield, written as a fraction of the theoretical maximum amount of product (1.0 means a 100% yield; for example, 0.34 means a 34% yield). (1) The reactants are [C:1]([C:5]1[S:9][C:8]([C:10]([NH:12][C@@H:13]([CH2:27][C:28]2[CH:33]=[CH:32][C:31]([C:34]3[N:39]=[CH:38][C:37]([C:40]4[CH:45]=[CH:44][C:43]([C:46]5[CH:51]=[CH:50][C:49]([CH2:52][CH2:53][CH2:54][CH3:55])=[CH:48][CH:47]=5)=[CH:42][C:41]=4[F:56])=[CH:36][N:35]=3)=[CH:30][CH:29]=2)[C:14]([N:16]2[CH2:19][CH:18]([C:20]([O:22]C(C)(C)C)=[O:21])[CH2:17]2)=[O:15])=[O:11])=[CH:7][CH:6]=1)([CH3:4])([CH3:3])[CH3:2]. The catalyst is C(O)(C(F)(F)F)=O.C(Cl)Cl. The product is [C:1]([C:5]1[S:9][C:8]([C:10]([NH:12][C@@H:13]([CH2:27][C:28]2[CH:29]=[CH:30][C:31]([C:34]3[N:39]=[CH:38][C:37]([C:40]4[CH:45]=[CH:44][C:43]([C:46]5[CH:47]=[CH:48][C:49]([CH2:52][CH2:53][CH2:54][CH3:55])=[CH:50][CH:51]=5)=[CH:42][C:41]=4[F:56])=[CH:36][N:35]=3)=[CH:32][CH:33]=2)[C:14]([N:16]2[CH2:19][CH:18]([C:20]([OH:22])=[O:21])[CH2:17]2)=[O:15])=[O:11])=[CH:7][CH:6]=1)([CH3:4])([CH3:3])[CH3:2]. The yield is 0.880. (2) The reactants are [CH:1]1[CH:6]=[CH:5][C:4]([C:7](C2C=CC(O)=CC=2)(C2C=CC(O)=CC=2)[C:8]2[CH:13]=[CH:12][CH:11]=[CH:10][CH:9]=2)=[CH:3][CH:2]=1.[C:28]1(P([C:28]2[CH:33]=[CH:32][CH:31]=[CH:30][CH:29]=2)[C:28]2[CH:33]=[CH:32][CH:31]=[CH:30][CH:29]=2)[CH:33]=[CH:32][CH:31]=[CH:30][CH:29]=1.[C:47]([O:51][CH2:52][CH2:53][OH:54])(=[O:50])[CH:48]=[CH2:49].N(C([O:64][CH2:65][CH3:66])=O)=NC(OCC)=O. The catalyst is C1COCC1. The product is [C:47]([O:51][CH2:52][C:53]([CH:7]([C:4]1[CH:5]=[CH:6][CH:1]=[CH:2][CH:3]=1)[C:8]1[CH:13]=[CH:12][CH:11]=[CH:10][CH:9]=1)([O:64][C:65]1[CH:66]=[CH:3][CH:2]=[CH:1][CH:6]=1)[O:54][C:28]1[CH:33]=[CH:32][CH:31]=[CH:30][CH:29]=1)(=[O:50])[CH:48]=[CH2:49]. The yield is 0.510. (3) The reactants are [NH2:1][C:2]1[C:10]2[N:9]=[C:8]([CH3:11])[N:7]([CH3:12])[C:6]=2[CH:5]=[C:4]([C:13]([N:15]([CH3:17])[CH3:16])=[O:14])[CH:3]=1.[CH3:18][O:19][C:20]([NH:22][C:23]1[CH:30]=[CH:29][CH:28]=[C:27]([CH3:31])[C:24]=1[CH2:25]Cl)=[O:21].C(=O)([O-])[O-].[Na+].[Na+].[I-].[Na+]. The catalyst is CC(C)=O.O. The product is [CH3:17][N:15]([CH3:16])[C:13]([C:4]1[CH:3]=[C:2]([NH:1][CH2:25][C:24]2[C:27]([CH3:31])=[CH:28][CH:29]=[CH:30][C:23]=2[NH:22][C:20]([O:19][CH3:18])=[O:21])[C:10]2[N:9]=[C:8]([CH3:11])[N:7]([CH3:12])[C:6]=2[CH:5]=1)=[O:14]. The yield is 0.550. (4) The reactants are [F:1][C:2]1[CH:3]=[C:4]([C@H:9]2[CH2:14][C@H:13]([C:15](=[O:22])[CH2:16][C:17](OCC)=[O:18])[CH2:12][CH2:11][N:10]2[C:23]([O:25][CH3:26])=[O:24])[CH:5]=[CH:6][C:7]=1[F:8].[OH-].[Na+].[NH2:29]O.Cl. The catalyst is CO.O. The product is [F:1][C:2]1[CH:3]=[C:4]([C@H:9]2[CH2:14][C@H:13]([C:15]3[O:22][NH:29][C:17](=[O:18])[CH:16]=3)[CH2:12][CH2:11][N:10]2[C:23]([O:25][CH3:26])=[O:24])[CH:5]=[CH:6][C:7]=1[F:8]. The yield is 0.526.